Dataset: Full USPTO retrosynthesis dataset with 1.9M reactions from patents (1976-2016). Task: Predict the reactants needed to synthesize the given product. (1) Given the product [CH:1]1([CH2:6][CH:7]([C:18]2[NH:28][C:21]3=[N:22][CH:23]=[C:24]([O:26][CH3:27])[CH:25]=[C:20]3[CH:19]=2)[C:8]2[CH:13]=[CH:12][C:11]([S:14]([CH3:17])(=[O:16])=[O:15])=[CH:10][CH:9]=2)[CH2:5][CH2:4][CH2:3][CH2:2]1, predict the reactants needed to synthesize it. The reactants are: [CH:1]1([CH:6]=[C:7]([C:18]2[NH:28][C:21]3=[N:22][CH:23]=[C:24]([O:26][CH3:27])[CH:25]=[C:20]3[CH:19]=2)[C:8]2[CH:13]=[CH:12][C:11]([S:14]([CH3:17])(=[O:16])=[O:15])=[CH:10][CH:9]=2)[CH2:5][CH2:4][CH2:3][CH2:2]1.[H][H]. (2) Given the product [OH:3][C:4]1[CH:10]=[C:9]([CH:8]=[CH:7][C:5]=1[OH:6])[C:11]#[N:12], predict the reactants needed to synthesize it. The reactants are: ClC1[O:6][C:5]2[CH:7]=[CH:8][C:9]([C:11]#[N:12])=[CH:10][C:4]=2[O:3]1. (3) Given the product [C:1]([O:4][C:5]1[CH:10]=[CH:9][C:8]([C:11](=[O:12])[NH:19][C:20]2[CH:25]=[C:24]([C:7]3[CH:8]=[CH:9][CH:10]=[C:5]([O:4][CH:1]4[CH2:32][CH2:31][N:28]([CH3:26])[CH2:29][CH2:30]4)[CH:6]=3)[CH:23]=[CH:22][CH:21]=2)=[CH:7][C:6]=1[CH2:14][CH:15]=[C:16]([CH3:18])[CH3:17])(=[O:3])[CH3:2], predict the reactants needed to synthesize it. The reactants are: [C:1]([O:4][C:5]1[CH:10]=[CH:9][C:8]([C:11](Cl)=[O:12])=[CH:7][C:6]=1[CH2:14][CH:15]=[C:16]([CH3:18])[CH3:17])(=[O:3])[CH3:2].[NH2:19][C:20]1[CH:25]=[CH:24][CH:23]=[CH:22][CH:21]=1.[CH2:26]([N:28]([CH2:31][CH3:32])[CH2:29][CH3:30])C. (4) Given the product [Cl:1][C:2]1[CH:7]=[C:6]2[NH:8][C:9](=[O:41])[C:10]3([CH:15]([C:16]4[CH:21]=[C:20]([Cl:22])[CH:19]=[CH:18][C:17]=4[O:23][C:24]([C:27]([O:29][CH3:30])=[O:28])([CH3:26])[CH3:25])[CH2:14][C:13](=[S:43])[NH:12][CH:11]3[C:32]3[C:37]([F:38])=[C:36]([F:39])[CH:35]=[CH:34][C:33]=3[CH3:40])[C:5]2=[CH:4][CH:3]=1, predict the reactants needed to synthesize it. The reactants are: [Cl:1][C:2]1[CH:7]=[C:6]2[NH:8][C:9](=[O:41])[C:10]3([CH:15]([C:16]4[CH:21]=[C:20]([Cl:22])[CH:19]=[CH:18][C:17]=4[O:23][C:24]([C:27]([O:29][CH3:30])=[O:28])([CH3:26])[CH3:25])[CH2:14][C:13](=O)[NH:12][CH:11]3[C:32]3[C:37]([F:38])=[C:36]([F:39])[CH:35]=[CH:34][C:33]=3[CH3:40])[C:5]2=[CH:4][CH:3]=1.P12(SP3(SP(SP(S3)(S1)=S)(=S)S2)=S)=[S:43]. (5) Given the product [O:11]=[C:12]([C:37]1[C:46]2[C:41](=[CH:42][CH:43]=[C:44]([O:47][CH3:48])[CH:45]=2)[N:40]=[CH:39][C:38]=1[F:49])[CH2:13][CH2:14][CH:15]1[CH2:20][CH2:19][N:18]([CH2:21][CH2:22][S:23][C:24]2[CH:29]=[C:28]([F:30])[CH:27]=[CH:26][C:25]=2[F:31])[CH2:17][CH:16]1[CH2:32][C:33]([O:35][CH3:36])=[O:34], predict the reactants needed to synthesize it. The reactants are: CS(C)=O.C(Cl)(=O)C(Cl)=O.[OH:11][CH:12]([C:37]1[C:46]2[C:41](=[CH:42][CH:43]=[C:44]([O:47][CH3:48])[CH:45]=2)[N:40]=[CH:39][C:38]=1[F:49])[CH2:13][CH2:14][CH:15]1[CH2:20][CH2:19][N:18]([CH2:21][CH2:22][S:23][C:24]2[CH:29]=[C:28]([F:30])[CH:27]=[CH:26][C:25]=2[F:31])[CH2:17][CH:16]1[CH2:32][C:33]([O:35][CH3:36])=[O:34].C(N(CC)CC)C. (6) Given the product [Cl:3][C:4]1[CH:9]=[C:8]([S:11][C:12]#[N:13])[CH:7]=[CH:6][C:5]=1[OH:10], predict the reactants needed to synthesize it. The reactants are: BrBr.[Cl:3][C:4]1[CH:9]=[CH:8][CH:7]=[CH:6][C:5]=1[OH:10].[S-:11][C:12]#[N:13].[Na+].O. (7) Given the product [OH:47][C@H:46]([CH2:48][OH:49])[CH2:45][O:44][N:17]1[C:18](=[O:20])[C:19]2[C:10]([NH:9][C:3]3[CH:4]=[CH:5][C:6]([I:8])=[CH:7][C:2]=3[F:1])=[CH:11][C:12](=[O:22])[N:13]([CH3:21])[C:14]=2[N:15]=[CH:16]1, predict the reactants needed to synthesize it. The reactants are: [F:1][C:2]1[CH:7]=[C:6]([I:8])[CH:5]=[CH:4][C:3]=1[NH:9][C:10]1[C:19]2[C:18](=[O:20])[NH:17][CH:16]=[N:15][C:14]=2[N:13]([CH3:21])[C:12](=[O:22])[CH:11]=1.C(=O)([O-])[O-].[K+].[K+].ClC1C=CC([N+]([O-])=O)=CC=1[N+]([O-])=O.CC1(C)[O:47][C@@H:46]([CH2:48][O:49]N)[CH2:45][O:44]1. (8) Given the product [CH3:10][O:9][C:7]1[N:8]=[C:3]([O:2][CH3:1])[N:4]=[C:5]([NH:11][C:12]2[C:13]([NH2:19])=[CH:14][CH:15]=[C:16]([CH3:22])[CH:17]=2)[N:6]=1, predict the reactants needed to synthesize it. The reactants are: [CH3:1][O:2][C:3]1[N:8]=[C:7]([O:9][CH3:10])[N:6]=[C:5]([NH:11][C:12]2[CH:17]=[CH:16][C:15](C)=[CH:14][C:13]=2[N+:19]([O-])=O)[N:4]=1.[C:22](O)(=O)C. (9) Given the product [N:25]1[CH:26]=[CH:27][C:22]([C:21](=[O:28])[C:2]#[C:1][C:3]2([O:8][Si:9]([CH3:10])([CH3:12])[CH3:11])[CH2:7][CH2:6][CH2:5][CH2:4]2)=[CH:23][CH:24]=1, predict the reactants needed to synthesize it. The reactants are: [C:1]([C:3]1([O:8][Si:9]([CH3:12])([CH3:11])[CH3:10])[CH2:7][CH2:6][CH2:5][CH2:4]1)#[CH:2].[Li]CCCC.CON(C)[C:21](=[O:28])[C:22]1[CH:27]=[CH:26][N:25]=[CH:24][CH:23]=1. (10) Given the product [CH3:22][C:17]1([CH3:23])[C:18]([CH3:21])([CH3:20])[O:19][B:15]([C:2]2[CH:7]=[CH:6][C:5]([N:8]3[CH2:14][C:10]4([CH2:13][O:12][CH2:11]4)[CH2:9]3)=[CH:4][CH:3]=2)[O:16]1, predict the reactants needed to synthesize it. The reactants are: I[C:2]1[CH:7]=[CH:6][C:5]([N:8]2[CH2:14][C:10]3([CH2:13][O:12][CH2:11]3)[CH2:9]2)=[CH:4][CH:3]=1.[B:15]1([B:15]2[O:19][C:18]([CH3:21])([CH3:20])[C:17]([CH3:23])([CH3:22])[O:16]2)[O:19][C:18]([CH3:21])([CH3:20])[C:17]([CH3:23])([CH3:22])[O:16]1.CC([O-])=O.[K+].